From a dataset of Catalyst prediction with 721,799 reactions and 888 catalyst types from USPTO. Predict which catalyst facilitates the given reaction. (1) Reactant: [CH2:1]([O:3][C:4]([C:6]1[NH:14][C:13]2[C:12]([Cl:15])=[CH:11][N:10]=[CH:9][C:8]=2[C:7]=1[NH2:16])=[O:5])[CH3:2].[F:17][C:18]1[CH:23]=[C:22]([Si:24]([CH3:27])([CH3:26])[CH3:25])[CH:21]=[CH:20][C:19]=1OS(C(F)(F)F)(=O)=O.C(=O)([O-])[O-].[Cs+].[Cs+].CC1(C)C2C(=C(P(C3C=CC=CC=3)C3C=CC=CC=3)C=CC=2)OC2C(P(C3C=CC=CC=3)C3C=CC=CC=3)=CC=CC1=2. Product: [CH2:1]([O:3][C:4]([C:6]1[NH:14][C:13]2[C:12]([Cl:15])=[CH:11][N:10]=[CH:9][C:8]=2[C:7]=1[NH:16][C:19]1[CH:20]=[CH:21][C:22]([Si:24]([CH3:26])([CH3:25])[CH3:27])=[CH:23][C:18]=1[F:17])=[O:5])[CH3:2]. The catalyst class is: 101. (2) Reactant: [F:1][C:2]1[C:7]([CH3:8])=[CH:6][N:5]=[C:4]2[NH:9][CH:10]=[C:11]([NH2:12])[C:3]=12.[CH3:13]CN(C(C)C)C(C)C.N1[CH:27]=[CH:26][C:25]([CH2:28][N:29]2[CH:33]=[C:32]([C:34]([OH:36])=O)[CH:31]=[N:30]2)=[CH:24][CH:23]=1.CN(C(ON1N=NC2C=CC=NC1=2)=[N+](C)C)C.F[P-](F)(F)(F)(F)F. Product: [F:1][C:2]1[C:7]([CH3:8])=[CH:6][N:5]=[C:4]2[NH:9][CH:10]=[C:11]([NH:12][C:34]([C:32]3[CH:31]=[N:30][N:29]([CH2:28][C:25]4[CH:24]=[CH:23][CH:13]=[CH:27][CH:26]=4)[CH:33]=3)=[O:36])[C:3]=12. The catalyst class is: 18. (3) Reactant: [P:1]([O:35]C(C)(C)C)([O:30]C(C)(C)C)([O:3][CH2:4][CH2:5][N:6]([CH3:29])[C:7](=[O:28])[C:8]1[CH:13]=[C:12]([N:14]([CH2:18][CH2:19][Br:20])[CH2:15][CH2:16][Br:17])[C:11]([S:21]([CH3:24])(=[O:23])=[O:22])=[CH:10][C:9]=1[N+:25]([O-:27])=[O:26])=[O:2].C(O)(C(F)(F)F)=O. Product: [P:1]([OH:35])([OH:30])([O:3][CH2:4][CH2:5][N:6]([CH3:29])[C:7](=[O:28])[C:8]1[CH:13]=[C:12]([N:14]([CH2:15][CH2:16][Br:17])[CH2:18][CH2:19][Br:20])[C:11]([S:21]([CH3:24])(=[O:22])=[O:23])=[CH:10][C:9]=1[N+:25]([O-:27])=[O:26])=[O:2]. The catalyst class is: 2.